This data is from Catalyst prediction with 721,799 reactions and 888 catalyst types from USPTO. The task is: Predict which catalyst facilitates the given reaction. (1) Reactant: [CH3:1][C@H:2]1[CH2:7][N:6]([C:8]([O:10][C:11]([CH3:14])([CH3:13])[CH3:12])=[O:9])[CH2:5][CH2:4][NH:3]1.Br.Br[CH2:17][C:18]1[CH:23]=[CH:22][CH:21]=[CH:20][N:19]=1.C(N(CC)CC)C. Product: [CH3:1][C@@H:2]1[N:3]([CH2:17][C:18]2[CH:23]=[CH:22][CH:21]=[CH:20][N:19]=2)[CH2:4][CH2:5][N:6]([C:8]([O:10][C:11]([CH3:13])([CH3:12])[CH3:14])=[O:9])[CH2:7]1. The catalyst class is: 1. (2) Reactant: [Cl:1][C:2]1[CH:20]=[C:19]([O:21][CH3:22])[C:18]([O:23][CH2:24][C:25]2[C:30]([O:31][CH3:32])=[CH:29][CH:28]=[C:27]([F:33])[C:26]=2[F:34])=[CH:17][C:3]=1[NH:4][C:5]1[C:10]([N+:11]([O-:13])=[O:12])=[C:9]([O:14][CH3:15])[N:8]=[C:7](Cl)[N:6]=1.[C:35]([O:43][CH2:44][CH3:45])(=[O:42])[CH2:36][C:37]([O:39][CH2:40][CH3:41])=[O:38].C(=O)([O-])[O-].[Cs+].[Cs+].Cl. Product: [Cl:1][C:2]1[CH:20]=[C:19]([O:21][CH3:22])[C:18]([O:23][CH2:24][C:25]2[C:30]([O:31][CH3:32])=[CH:29][CH:28]=[C:27]([F:33])[C:26]=2[F:34])=[CH:17][C:3]=1[NH:4][C:5]1[C:10]([N+:11]([O-:13])=[O:12])=[C:9]([O:14][CH3:15])[N:8]=[C:7]([CH:36]([C:37]([O:39][CH2:40][CH3:41])=[O:38])[C:35]([O:43][CH2:44][CH3:45])=[O:42])[N:6]=1. The catalyst class is: 57. (3) Reactant: [C:1]([O:10][CH2:11][CH:12]=[CH2:13])(=[O:9])[CH2:2][C:3]([O:5][CH2:6][CH:7]=[CH2:8])=[O:4].[H-].[Na+].[F:16][C:17]([F:27])([F:26])[C:18]1[CH:19]=[C:20]([CH:23]=[CH:24][CH:25]=1)[CH2:21]Br.Cl. Product: [CH2:11]([O:10][C:1](=[O:9])[CH:2]([CH2:21][C:20]1[CH:23]=[CH:24][CH:25]=[C:18]([C:17]([F:16])([F:26])[F:27])[CH:19]=1)[C:3]([O:5][CH2:6][CH:7]=[CH2:8])=[O:4])[CH:12]=[CH2:13]. The catalyst class is: 20. (4) Reactant: [Cl:1][C:2]1[C:11]2[C:6](=[CH:7][CH:8]=[C:9](OC(F)(F)F)[CH:10]=2)[N:5]=[C:4]([N:17]2[CH2:23][C:22]3[CH:24]=[CH:25][CH:26]=[CH:27][C:21]=3[S:20](=[O:29])(=[O:28])[CH2:19][CH2:18]2)[CH:3]=1.[CH2:30]([Sn](CCCC)(CCCC)C#C)[CH2:31]CC. Product: [Cl:1][C:2]1[C:11]2[C:6](=[CH:7][CH:8]=[C:9]([C:30]#[CH:31])[CH:10]=2)[N:5]=[C:4]([N:17]2[CH2:23][C:22]3[CH:24]=[CH:25][CH:26]=[CH:27][C:21]=3[S:20](=[O:29])(=[O:28])[CH2:19][CH2:18]2)[CH:3]=1. The catalyst class is: 427. (5) Reactant: [Cl:1][C:2]1[C:3]([NH:24][C:25]2[CH:29]=[C:28]([CH3:30])[NH:27][N:26]=2)=[N:4][C:5]([NH:8][C:9]2[C:14]([CH3:15])=[CH:13][C:12]([CH:16]3[CH2:21][CH2:20][C:19](=O)[CH2:18][CH2:17]3)=[C:11]([CH3:23])[CH:10]=2)=[N:6][CH:7]=1.CC([O-])=O.[Na+].[NH2:36][OH:37].Cl. Product: [Cl:1][C:2]1[C:3]([NH:24][C:25]2[CH:29]=[C:28]([CH3:30])[NH:27][N:26]=2)=[N:4][C:5]([NH:8][C:9]2[C:14]([CH3:15])=[CH:13][C:12]([CH:16]3[CH2:21][CH2:20][C:19](=[N:36][OH:37])[CH2:18][CH2:17]3)=[C:11]([CH3:23])[CH:10]=2)=[N:6][CH:7]=1. The catalyst class is: 5. (6) Reactant: [F:1][C:2]1[CH:7]=[C:6]([F:8])[CH:5]=[CH:4][C:3]=1[CH:9]([C:22]1[CH:27]=[CH:26][C:25]([F:28])=[CH:24][CH:23]=1)[C:10]1[C:18]2[C:13](=[C:14]([CH2:19][S:20][CH3:21])[CH:15]=[CH:16][CH:17]=2)[NH:12][CH:11]=1.ClCCl.ClC1C=CC=C(C(OO)=[O:40])C=1. Product: [F:1][C:2]1[CH:7]=[C:6]([F:8])[CH:5]=[CH:4][C:3]=1[CH:9]([C:22]1[CH:23]=[CH:24][C:25]([F:28])=[CH:26][CH:27]=1)[C:10]1[C:18]2[C:13](=[C:14]([CH2:19][S:20]([CH3:21])=[O:40])[CH:15]=[CH:16][CH:17]=2)[NH:12][CH:11]=1. The catalyst class is: 5. (7) Reactant: Cl.[CH2:2]([O:9][C:10](=[O:16])[C@H:11]1[CH2:15][CH2:14][CH2:13][NH:12]1)[C:3]1[CH:8]=[CH:7][CH:6]=[CH:5][CH:4]=1.[S:17]1[C:21]([C:22]([OH:24])=O)=[CH:20][CH:19]=[C:18]1[C:25]([OH:27])=O. Product: [CH2:2]([O:9][C:10]([C@H:11]1[CH2:15][CH2:14][CH2:13][N:12]1[C:22]([C:21]1[S:17][C:18]([C:25]([N:12]2[CH2:13][CH2:14][CH2:15][C@@H:11]2[C:10]([O:9][CH2:2][C:3]2[CH:8]=[CH:7][CH:6]=[CH:5][CH:4]=2)=[O:16])=[O:27])=[CH:19][CH:20]=1)=[O:24])=[O:16])[C:3]1[CH:4]=[CH:5][CH:6]=[CH:7][CH:8]=1. The catalyst class is: 25. (8) Reactant: [OH:1][C:2]1[CH:25]=[CH:24][C:5]2[N:6]=[C:7]([C:9]3[CH:14]=[CH:13][C:12]([C:15]([N:17]4[CH2:22][CH2:21][CH:20]([CH3:23])[CH2:19][CH2:18]4)=[O:16])=[CH:11][CH:10]=3)[S:8][C:4]=2[CH:3]=1.C1N2CN3CN(C2)CN1C3.FC(F)(F)[C:38](O)=[O:39].C([O-])(O)=O.[Na+]. Product: [OH:1][C:2]1[CH:25]=[CH:24][C:5]2[N:6]=[C:7]([C:9]3[CH:14]=[CH:13][C:12]([C:15]([N:17]4[CH2:22][CH2:21][CH:20]([CH3:23])[CH2:19][CH2:18]4)=[O:16])=[CH:11][CH:10]=3)[S:8][C:4]=2[C:3]=1[CH:38]=[O:39]. The catalyst class is: 6.